This data is from Full USPTO retrosynthesis dataset with 1.9M reactions from patents (1976-2016). The task is: Predict the reactants needed to synthesize the given product. (1) Given the product [CH2:1]([O:8][C:9]([N:11]1[CH2:15][CH2:14][CH2:13][CH:12]1[C:16](=[O:30])[NH:17][C:18]1[S:19][CH:20]=[C:21]([C:23]2[CH:24]=[CH:25][C:26]([NH:29][C:38](=[O:43])[CH2:39][CH2:40][CH2:41][CH3:42])=[CH:27][CH:28]=2)[N:22]=1)=[O:10])[C:2]1[CH:3]=[CH:4][CH:5]=[CH:6][CH:7]=1, predict the reactants needed to synthesize it. The reactants are: [CH2:1]([O:8][C:9]([N:11]1[CH2:15][CH2:14][CH2:13][C@H:12]1[C:16](=[O:30])[NH:17][C:18]1[S:19][CH:20]=[C:21]([C:23]2[CH:28]=[CH:27][C:26]([NH2:29])=[CH:25][CH:24]=2)[N:22]=1)=[O:10])[C:2]1[CH:7]=[CH:6][CH:5]=[CH:4][CH:3]=1.C(N(CC)CC)C.[C:38](Cl)(=[O:43])[CH2:39][CH2:40][CH2:41][CH3:42]. (2) The reactants are: [CH2:1]([O:8][C:9]1[CH:14]=[CH:13][C:12]([C:15]2[CH:20]=[CH:19][N:18]=[CH:17][CH:16]=2)=[CH:11][C:10]=1[NH:21][C:22](=[O:39])[C@@H:23]([NH:31]C(=O)OC(C)(C)C)[CH2:24][C:25]1[CH:30]=[CH:29][CH:28]=[CH:27][CH:26]=1)[C:2]1[CH:7]=[CH:6][CH:5]=[CH:4][CH:3]=1.Cl.O1CCOCC1. Given the product [NH2:31][C@@H:23]([CH2:24][C:25]1[CH:30]=[CH:29][CH:28]=[CH:27][CH:26]=1)[C:22]([NH:21][C:10]1[CH:11]=[C:12]([C:15]2[CH:16]=[CH:17][N:18]=[CH:19][CH:20]=2)[CH:13]=[CH:14][C:9]=1[O:8][CH2:1][C:2]1[CH:7]=[CH:6][CH:5]=[CH:4][CH:3]=1)=[O:39], predict the reactants needed to synthesize it. (3) Given the product [C:20]1([C:10]2[CH:11]=[C:12]([C:14]3[CH:19]=[CH:18][CH:17]=[CH:16][CH:15]=3)[N:13]=[C:8]([C:4]3[CH:3]=[C:2]([C:29]4[CH:30]=[C:31]5[C:39](=[CH:40][CH:41]=4)[N:38]([C:42]4[CH:47]=[CH:46][CH:45]=[CH:44][CH:43]=4)[C:37]4[CH:36]=[C:35]6[C:48]([CH3:56])([CH3:55])[C:49]7[C:54]([C:34]6=[CH:33][C:32]5=4)=[CH:53][CH:52]=[CH:51][CH:50]=7)[CH:7]=[CH:6][CH:5]=3)[N:9]=2)[CH:25]=[CH:24][CH:23]=[CH:22][CH:21]=1, predict the reactants needed to synthesize it. The reactants are: Br[C:2]1[CH:3]=[C:4]([C:8]2[N:13]=[C:12]([C:14]3[CH:19]=[CH:18][CH:17]=[CH:16][CH:15]=3)[CH:11]=[C:10]([C:20]3[CH:25]=[CH:24][CH:23]=[CH:22][CH:21]=3)[N:9]=2)[CH:5]=[CH:6][CH:7]=1.B([C:29]1[CH:30]=[C:31]2[C:39](=[CH:40][CH:41]=1)[N:38]([C:42]1[CH:47]=[CH:46][CH:45]=[CH:44][CH:43]=1)[C:37]1[CH:36]=[C:35]3[C:48]([CH3:56])([CH3:55])[C:49]4[C:54]([C:34]3=[CH:33][C:32]2=1)=[CH:53][CH:52]=[CH:51][CH:50]=4)(O)O.C([O-])([O-])=O.[K+].[K+]. (4) Given the product [F:35][C:2]([F:1])([F:34])[C@@:3]([C:6]1[CH:11]=[CH:10][C:9]([N:12]2[CH2:17][CH2:16][N:15]([S:18]([C:21]3[S:22][CH:23]=[CH:24][CH:25]=3)(=[O:20])=[O:19])[CH2:14][C@H:13]2[CH2:26][C:27]2[CH:28]=[CH:29][C:30]([F:33])=[CH:31][CH:32]=2)=[CH:8][CH:7]=1)([OH:5])[CH3:4], predict the reactants needed to synthesize it. The reactants are: [F:1][C:2]([F:35])([F:34])[C@@:3]([C:6]1[CH:11]=[CH:10][C:9]([N:12]2[CH2:17][CH2:16][N:15]([S:18]([C:21]3[S:22][CH:23]=[CH:24][CH:25]=3)(=[O:20])=[O:19])[CH2:14][C@@H:13]2[CH2:26][C:27]2[CH:32]=[CH:31][C:30]([F:33])=[CH:29][CH:28]=2)=[CH:8][CH:7]=1)([OH:5])[CH3:4].FC(F)(F)[C@](C1C=CC(N2CCN(S(C3SC=CC=3)(=O)=O)C[C@H]2CC2C=CC(F)=CC=2)=CC=1)(O)C.FC(F)(F)[C@](C1C=CC(N2CCN(S(C3SC=CC=3)(=O)=O)C[C@@H]2CC2C=CC(F)=CC=2)=CC=1)(O)C.C1N=C(N)C2N=CN([C@@H]3O[C@H](COP(OP(OC[C@H]4O[C@@H](N5C=C(C(N)=O)CC=C5)[C@H](O)[C@@H]4O)(O)=O)(O)=O)[C@@H](O)[C@H]3OP(O)(O)=O)C=2N=1. (5) Given the product [CH2:1]([N:3]1[C:7]2=[N:8][C:9]([CH2:48][CH3:49])=[C:10]([CH2:19][NH:20][C:21]([C:23]3[CH:28]=[CH:27][CH:26]=[C:25]([C:29]([NH:31][CH2:32][C:33]4[CH:34]=[C:35]([C:40]5[CH:45]=[CH:44][CH:43]=[C:42]([CH:46]=[O:47])[CH:41]=5)[C:36]([F:39])=[CH:37][CH:38]=4)=[O:30])[CH:24]=3)=[O:22])[C:11]([NH:12][CH:13]3[CH2:18][CH2:17][O:16][CH2:15][CH2:14]3)=[C:6]2[CH:5]=[N:4]1)[CH3:2], predict the reactants needed to synthesize it. The reactants are: [CH2:1]([N:3]1[C:7]2=[N:8][C:9]([CH2:48][CH3:49])=[C:10]([CH2:19][NH:20][C:21]([C:23]3[CH:28]=[CH:27][CH:26]=[C:25]([C:29]([NH:31][CH2:32][C:33]4[CH:34]=[C:35]([C:40]5[CH:45]=[CH:44][CH:43]=[C:42]([CH2:46][OH:47])[CH:41]=5)[C:36]([F:39])=[CH:37][CH:38]=4)=[O:30])[CH:24]=3)=[O:22])[C:11]([NH:12][CH:13]3[CH2:18][CH2:17][O:16][CH2:15][CH2:14]3)=[C:6]2[CH:5]=[N:4]1)[CH3:2]. (6) The reactants are: [CH3:1][N:2]([CH3:16])[C:3]([N:5]1[CH2:9][CH:8]2[CH2:10][C:11]([N+:14]#[C-])([CH3:13])[CH2:12][CH:7]2[CH2:6]1)=[O:4].Cl. Given the product [CH3:16][N:2]([CH3:1])[C:3]([N:5]1[CH2:9][CH:8]2[CH2:10][C:11]([NH2:14])([CH3:13])[CH2:12][CH:7]2[CH2:6]1)=[O:4], predict the reactants needed to synthesize it. (7) Given the product [C:1]([NH:5][S:6]([C:9]1[C:18]2[C:13](=[CH:14][CH:15]=[CH:16][CH:17]=2)[C:12]([C:19]2[S:23][C:22]([C:24](=[O:25])[NH:26][CH2:27][C:28]([OH:31])([CH3:30])[CH3:29])=[N:21][C:20]=2[C:32]([OH:36])=[O:33])=[CH:11][CH:10]=1)(=[O:8])=[O:7])([CH3:4])([CH3:2])[CH3:3], predict the reactants needed to synthesize it. The reactants are: [C:1]([NH:5][S:6]([C:9]1[C:18]2[C:13](=[CH:14][CH:15]=[CH:16][CH:17]=2)[C:12]([C:19]2[S:23][C:22]([C:24]([NH:26][CH2:27][C:28]([OH:31])([CH3:30])[CH3:29])=[O:25])=[N:21][C:20]=2[CH2:32][OH:33])=[CH:11][CH:10]=1)(=[O:8])=[O:7])([CH3:4])([CH3:3])[CH3:2].C(O)(=[O:36])C.C(O)(=O)C.IC1C=CC=CC=1.CC1(C)N([O])C(C)(C)CCC1.